From a dataset of Catalyst prediction with 721,799 reactions and 888 catalyst types from USPTO. Predict which catalyst facilitates the given reaction. (1) Reactant: C(N(CC)CC)C.[C:8]([O:11][CH2:12][CH2:13][C:14]1[CH:15]=[CH:16][CH:17]=[C:18]2[C:22]=1[N:21](C(OC(C)(C)C)=O)[CH:20]=[C:19]2[CH:30]=[O:31])(=[O:10])[CH3:9].[CH3:32][O:33][C:34]1[CH:35]=[C:36]([N:40]=[CH:41][C:42]2[CH:50]=[C:45]3[CH:46]=[CH:47][CH:48]=[CH:49][N:44]3[N:43]=2)[CH:37]=[N:38][CH:39]=1. Product: [C:8]([O:11][CH2:12][CH2:13][C:14]1[CH:15]=[CH:16][CH:17]=[C:18]2[C:22]=1[NH:21][CH:20]=[C:19]2[C:30](=[O:31])[CH:41]([NH:40][C:36]1[CH:37]=[N:38][CH:39]=[C:34]([O:33][CH3:32])[CH:35]=1)[C:42]1[CH:50]=[C:45]2[CH:46]=[CH:47][CH:48]=[CH:49][N:44]2[N:43]=1)(=[O:10])[CH3:9]. The catalyst class is: 433. (2) Reactant: [OH:1][C:2]1[CH:9]=[CH:8][C:5]([C:6]#[N:7])=[CH:4][CH:3]=1.[CH2:10]([O:12][C:13]1[CH:14]=[C:15]([CH:23](O)[C:24]([O:26][CH3:27])=[O:25])[CH:16]=[CH:17][C:18]=1[O:19][CH:20]([CH3:22])[CH3:21])[CH3:11].C1(P(C2C=CC=CC=2)C2C=CC=CC=2)C=CC=CC=1.CCOC(/N=N/C(OCC)=O)=O. Product: [C:6]([C:5]1[CH:8]=[CH:9][C:2]([O:1][CH:23]([C:15]2[CH:16]=[CH:17][C:18]([O:19][CH:20]([CH3:22])[CH3:21])=[C:13]([O:12][CH2:10][CH3:11])[CH:14]=2)[C:24]([O:26][CH3:27])=[O:25])=[CH:3][CH:4]=1)#[N:7]. The catalyst class is: 1. (3) Reactant: Br[C:2]1[C:11]2[C:6](=[CH:7][CH:8]=[CH:9][CH:10]=2)[C:5]([C:12]([OH:14])=[O:13])=[CH:4][CH:3]=1.[B:15]1([B:15]2[O:19][C:18]([CH3:21])([CH3:20])[C:17]([CH3:23])([CH3:22])[O:16]2)[O:19][C:18]([CH3:21])([CH3:20])[C:17]([CH3:23])([CH3:22])[O:16]1.[F-].[Cs+].C1(P(C2C=CC=CC=2)C2C=CC=CC=2)C=CC=CC=1. Product: [CH3:22][C:17]1([CH3:23])[C:18]([CH3:21])([CH3:20])[O:19][B:15]([C:2]2[C:11]3[C:6](=[CH:7][CH:8]=[CH:9][CH:10]=3)[C:5]([C:12]([OH:14])=[O:13])=[CH:4][CH:3]=2)[O:16]1. The catalyst class is: 524. (4) The catalyst class is: 27. Product: [CH:1]1[CH:2]=[CH:3][N:4]2[CH2:10][C:9]3[CH:11]=[CH:12][CH:13]=[CH:14][C:8]=3[N:7]([C:15]([C:17]3[CH:22]=[CH:21][C:20]([C:23]4[CH2:28][CH2:27][CH2:26][CH:25]([OH:29])[CH:24]=4)=[C:19]([CH3:30])[CH:18]=3)=[O:16])[CH2:6][C:5]=12. Reactant: [CH:1]1[CH:2]=[CH:3][N:4]2[CH2:10][C:9]3[CH:11]=[CH:12][CH:13]=[CH:14][C:8]=3[N:7]([C:15]([C:17]3[CH:22]=[CH:21][C:20]([C:23]4[CH2:28][CH2:27][CH2:26][C:25](=[O:29])[CH:24]=4)=[C:19]([CH3:30])[CH:18]=3)=[O:16])[CH2:6][C:5]=12. (5) Reactant: Br[C:2]1[CH:7]=[CH:6][CH:5]=[CH:4][N:3]=1.[N:8]1([C:14]([O:16][C:17]([CH3:20])([CH3:19])[CH3:18])=[O:15])[CH2:13][CH2:12][NH:11][CH2:10][CH2:9]1.C1C=CC(P(C2C(C3C(P(C4C=CC=CC=4)C4C=CC=CC=4)=CC=C4C=3C=CC=C4)=C3C(C=CC=C3)=CC=2)C2C=CC=CC=2)=CC=1.CC([O-])(C)C.[Na+]. Product: [N:3]1[CH:4]=[CH:5][CH:6]=[CH:7][C:2]=1[N:11]1[CH2:10][CH2:9][N:8]([C:14]([O:16][C:17]([CH3:20])([CH3:19])[CH3:18])=[O:15])[CH2:13][CH2:12]1. The catalyst class is: 101. (6) Reactant: [CH2:1]([O:4][C:5]1[CH:12]=[C:11]([N+:13]([O-])=O)[CH:10]=[CH:9][C:6]=1[C:7]#[N:8])[CH:2]=[CH2:3].CO.[Cl-].[NH4+]. Product: [CH2:1]([O:4][C:5]1[CH:12]=[C:11]([NH2:13])[CH:10]=[CH:9][C:6]=1[C:7]#[N:8])[CH:2]=[CH2:3]. The catalyst class is: 150. (7) Product: [CH3:1][C:2]1[C:6]2=[N:7][CH:8]=[CH:9][CH:10]=[C:5]2[N:4]([NH:11][C:19]([C:18]2[C:13]([CH3:12])=[N:14][C:15]([C:22]3[CH:27]=[CH:26][CH:25]=[CH:24][N:23]=3)=[N:16][CH:17]=2)=[O:20])[CH:3]=1. Reactant: [CH3:1][C:2]1[C:6]2=[N:7][CH:8]=[CH:9][CH:10]=[C:5]2[N:4]([NH2:11])[CH:3]=1.[CH3:12][C:13]1[C:18]([C:19](O)=[O:20])=[CH:17][N:16]=[C:15]([C:22]2[CH:27]=[CH:26][CH:25]=[CH:24][N:23]=2)[N:14]=1.CN(C(ON1N=NC2C=CC=NC1=2)=[N+](C)C)C.F[P-](F)(F)(F)(F)F.CCN(C(C)C)C(C)C. The catalyst class is: 3. (8) The catalyst class is: 6. Product: [Cl:19][C:17]1[CH:16]=[CH:15][C:14]2[N:8]([CH2:7][C:6]([CH3:46])([CH3:47])[CH2:5][OH:4])[C:9](=[O:45])[C@@H:10]([CH2:30][C:31]([NH:33][C:34]3[CH:35]=[C:36]([CH:41]=[CH:42][C:43]=3[CH3:44])[C:37]([OH:39])=[O:38])=[O:32])[O:11][C@H:12]([C:20]3[CH:25]=[CH:24][CH:23]=[C:22]([O:26][CH3:27])[C:21]=3[O:28][CH3:29])[C:13]=2[CH:18]=1. Reactant: C([O:4][CH2:5][C:6]([CH3:47])([CH3:46])[CH2:7][N:8]1[C:14]2[CH:15]=[CH:16][C:17]([Cl:19])=[CH:18][C:13]=2[C@@H:12]([C:20]2[CH:25]=[CH:24][CH:23]=[C:22]([O:26][CH3:27])[C:21]=2[O:28][CH3:29])[O:11][C@H:10]([CH2:30][C:31]([NH:33][C:34]2[CH:35]=[C:36]([CH:41]=[CH:42][C:43]=2[CH3:44])[C:37]([O:39]C)=[O:38])=[O:32])[C:9]1=[O:45])(=O)C.[OH-].[Na+].C(O)C. (9) Reactant: C1C(=O)N([O:8][C:9]([CH2:11][CH2:12][CH2:13][CH2:14][CH:15]2[S:19][CH2:18][CH:17]3[NH:20][C:21]([NH:23][CH:16]23)=[O:22])=[O:10])C(=O)C1. Product: [OH:10][C:9]([CH2:11][CH2:12][CH2:13][CH2:14][C@H:15]1[C@@H:16]2[C@@H:17]([NH:20][C:21]([NH:23]2)=[O:22])[CH2:18][S:19]1)=[O:8]. The catalyst class is: 3. (10) Reactant: [N:1]#[C:2]Br.[NH2:4][C:5]1[C:6]([OH:12])=[N:7][CH:8]=[C:9]([Br:11])[CH:10]=1. Product: [Br:11][C:9]1[CH:10]=[C:5]2[N:4]=[C:2]([NH2:1])[O:12][C:6]2=[N:7][CH:8]=1. The catalyst class is: 97.